This data is from Peptide-MHC class I binding affinity with 185,985 pairs from IEDB/IMGT. The task is: Regression. Given a peptide amino acid sequence and an MHC pseudo amino acid sequence, predict their binding affinity value. This is MHC class I binding data. (1) The peptide sequence is YKSRCYVGL. The MHC is HLA-A24:03 with pseudo-sequence HLA-A24:03. The binding affinity (normalized) is 0.0847. (2) The peptide sequence is LPAIVREAI. The binding affinity (normalized) is 0.846. The MHC is HLA-B07:02 with pseudo-sequence HLA-B07:02. (3) The peptide sequence is NFLKQVYFESF. The MHC is H-2-Kb with pseudo-sequence H-2-Kb. The binding affinity (normalized) is 0.320. (4) The peptide sequence is TVIKTLLEV. The binding affinity (normalized) is 0.297. The MHC is HLA-A02:02 with pseudo-sequence HLA-A02:02. (5) The peptide sequence is NPALRMKWM. The MHC is HLA-B07:02 with pseudo-sequence HLA-B07:02. The binding affinity (normalized) is 0.583.